Dataset: Reaction yield outcomes from USPTO patents with 853,638 reactions. Task: Predict the reaction yield, written as a fraction of the theoretical maximum amount of product (1.0 means a 100% yield; for example, 0.34 means a 34% yield). (1) The reactants are [Br:1][C:2]1[C:3]([S:11][C:12]2[NH:20][C:19]3[C:14](=[N:15][CH:16]=[N:17][C:18]=3[NH2:21])[N:13]=2)=[CH:4][C:5]2[O:9][CH2:8][O:7][C:6]=2[CH:10]=1.C1C=CC(P(C2C=CC=CC=2)C2C=CC=CC=2)=CC=1.[Br:41][CH2:42][CH2:43][CH2:44]O.C1C=CC(COC(/N=N/C(OCC2C=CC=CC=2)=O)=O)=CC=1. The catalyst is C1(C)C=CC=CC=1.C(O)(C)C.CCOC(C)=O. The product is [Br:1][C:2]1[C:3]([S:11][C:12]2[N:13]([CH2:44][CH2:43][CH2:42][Br:41])[C:14]3[C:19]([N:20]=2)=[C:18]([NH2:21])[N:17]=[CH:16][N:15]=3)=[CH:4][C:5]2[O:9][CH2:8][O:7][C:6]=2[CH:10]=1. The yield is 0.210. (2) The reactants are C[O:2][C:3]1[CH:8]=[C:7]([N:9]2[CH:13]=[CH:12][CH:11]=[N:10]2)[CH:6]=[CH:5][C:4]=1[C:14]1[S:18][C:17]([N:19]([CH3:30])[CH:20]2[CH2:25][C:24]([CH3:27])([CH3:26])[NH:23][C:22]([CH3:29])([CH3:28])[CH2:21]2)=[N:16][N:15]=1.B(Br)(Br)Br. The catalyst is C(Cl)Cl. The product is [CH3:30][N:19]([CH:20]1[CH2:25][C:24]([CH3:27])([CH3:26])[NH:23][C:22]([CH3:29])([CH3:28])[CH2:21]1)[C:17]1[S:18][C:14]([C:4]2[CH:5]=[CH:6][C:7]([N:9]3[CH:13]=[CH:12][CH:11]=[N:10]3)=[CH:8][C:3]=2[OH:2])=[N:15][N:16]=1. The yield is 0.514.